Dataset: Reaction yield outcomes from USPTO patents with 853,638 reactions. Task: Predict the reaction yield, written as a fraction of the theoretical maximum amount of product (1.0 means a 100% yield; for example, 0.34 means a 34% yield). (1) The reactants are [OH:1][C:2]([CH3:12])([CH3:11])[CH2:3][C:4]1[CH:5]=[C:6]([OH:10])[CH:7]=[CH:8][CH:9]=1.[CH2:13]([O:15][C:16](=[O:20])[C:17]#[C:18][CH3:19])[CH3:14].C(=O)([O-])[O-].[K+].[K+]. The catalyst is O1CCCC1. The product is [CH2:13]([O:15][C:16](=[O:20])/[CH:17]=[C:18](/[O:10][C:6]1[CH:7]=[CH:8][CH:9]=[C:4]([CH2:3][C:2]([OH:1])([CH3:12])[CH3:11])[CH:5]=1)\[CH3:19])[CH3:14]. The yield is 0.840. (2) The reactants are Cl[C:2]1[N:7]=[CH:6][C:5]([C:8]2[CH:13]=[C:12]([C:14]([F:17])([F:16])[F:15])[CH:11]=[CH:10][C:9]=2[NH:18][C:19]([C:21]2[C:26](=[O:27])[N:25]([CH2:28][C:29]3[CH:34]=[CH:33][CH:32]=[C:31]([F:35])[C:30]=3[F:36])[N:24]3[CH2:37][CH2:38][CH2:39][C@:23]3([CH3:40])[C:22]=2[OH:41])=[O:20])=[CH:4][C:3]=1[C:42]#[N:43].C(O)(=O)C(O)=O.[CH2:50]1[C:53]2([CH2:56][NH:55][CH2:54]2)[CH2:52][O:51]1.C(N(CC)C(C)C)(C)C.P([O-])(O)(O)=O.[K+]. The catalyst is ClCCCl.ClCCl. The product is [C:42]([C:3]1[CH:4]=[C:5]([C:8]2[CH:13]=[C:12]([C:14]([F:16])([F:17])[F:15])[CH:11]=[CH:10][C:9]=2[NH:18][C:19]([C:21]2[C:26](=[O:27])[N:25]([CH2:28][C:29]3[CH:34]=[CH:33][CH:32]=[C:31]([F:35])[C:30]=3[F:36])[N:24]3[CH2:37][CH2:38][CH2:39][C@:23]3([CH3:40])[C:22]=2[OH:41])=[O:20])[CH:6]=[N:7][C:2]=1[N:55]1[CH2:56][C:53]2([CH2:50][O:51][CH2:52]2)[CH2:54]1)#[N:43]. The yield is 0.890. (3) The reactants are [F:1][C:2]([F:13])([F:12])[C:3]1[CH:4]=[C:5]([C:9](=O)[CH3:10])[CH:6]=[CH:7][CH:8]=1.[NH2:14][C:15]([NH2:17])=[S:16]. No catalyst specified. The product is [NH2:17][C:15]1[S:16][CH:10]=[C:9]([C:5]2[CH:6]=[CH:7][CH:8]=[C:3]([C:2]([F:13])([F:12])[F:1])[CH:4]=2)[N:14]=1. The yield is 0.941. (4) The reactants are [Cl:1][C:2]1[CH:3]=[C:4]([C:20]2[CH:25]=[CH:24][CH:23]=[CH:22][C:21]=2[C:26]#[N:27])[CH:5]=[CH:6][C:7]=1[CH2:8][CH:9]([C:15](=O)[CH2:16][CH2:17][CH3:18])[C:10](OCC)=[O:11].Cl.[C:29](=[NH:32])([NH2:31])[CH3:30].C[O-].[Na+]. The catalyst is CO. The product is [Cl:1][C:2]1[CH:3]=[C:4]([C:20]2[C:21]([C:26]#[N:27])=[CH:22][CH:23]=[CH:24][CH:25]=2)[CH:5]=[CH:6][C:7]=1[CH2:8][C:9]1[C:10](=[O:11])[NH:32][C:29]([CH3:30])=[N:31][C:15]=1[CH2:16][CH2:17][CH3:18]. The yield is 0.730. (5) The reactants are [CH2:1]([O:3][C:4]([N:6]1[CH:11]2[CH2:12][CH2:13][CH:7]1[CH2:8][C:9](=[O:14])[CH2:10]2)=[O:5])[CH3:2]. The catalyst is CO.[Ni]. The product is [CH2:1]([O:3][C:4]([N:6]1[CH:11]2[CH2:12][CH2:13][CH:7]1[CH2:8][CH:9]([OH:14])[CH2:10]2)=[O:5])[CH3:2]. The yield is 1.00.